Dataset: Catalyst prediction with 721,799 reactions and 888 catalyst types from USPTO. Task: Predict which catalyst facilitates the given reaction. (1) Reactant: Br[C:2]1[CH:3]=[CH:4][C:5]([C:8]([F:11])([F:10])[F:9])=[N:6][CH:7]=1.[CH:12]([Sn](CCCC)(CCCC)CCCC)=[CH2:13]. Product: [F:9][C:8]([F:11])([F:10])[C:5]1[CH:4]=[CH:3][C:2]([CH:12]=[CH2:13])=[CH:7][N:6]=1. The catalyst class is: 198. (2) Reactant: [N+:1]([C:4]1[CH:9]=[CH:8][C:7]([OH:10])=[CH:6][CH:5]=1)([O-:3])=[O:2].CCOC(/N=N/C(OCC)=O)=O.[F:23][C:24]1[CH:39]=[CH:38][C:27]([CH2:28][O:29][CH2:30][C:31]([NH:33][CH2:34][CH2:35][CH2:36]O)=[O:32])=[CH:26][CH:25]=1. Product: [F:23][C:24]1[CH:25]=[CH:26][C:27]([CH2:28][O:29][CH2:30][C:31]([NH:33][CH2:34][CH2:35][CH2:36][O:10][C:7]2[CH:8]=[CH:9][C:4]([N+:1]([O-:3])=[O:2])=[CH:5][CH:6]=2)=[O:32])=[CH:38][CH:39]=1. The catalyst class is: 1. (3) Reactant: [Cl:1][C:2]1([O:22][CH3:23])[CH:7]=[C:6]([O:8][CH3:9])[N:5]=[C:4]([C:10]([CH2:12][C:13]([NH:15][C:16]2[CH:21]=[CH:20][CH:19]=[CH:18][CH:17]=2)=[O:14])=[O:11])[NH:3]1.[BH4-].[Na+].[Cl-].[NH4+]. Product: [Cl:1][C:2]1([O:22][CH3:23])[CH:7]=[C:6]([O:8][CH3:9])[N:5]=[C:4]([CH:10]([OH:11])[CH2:12][C:13]([NH:15][C:16]2[CH:21]=[CH:20][CH:19]=[CH:18][CH:17]=2)=[O:14])[NH:3]1. The catalyst class is: 8. (4) Reactant: [CH3:1][O:2][C:3]1[CH:4]=[C:5]([NH:15][C:16]([NH2:18])=[NH:17])[CH:6]=[CH:7][C:8]=1[N:9]1[CH:13]=[C:12]([CH3:14])[N:11]=[CH:10]1.C(=O)([O-])[O-].[K+].[K+].[CH3:25][C:26]1[CH:30]=[C:29]([CH3:31])[N:28]([CH:32]([CH3:49])[C:33]([CH:35]2[C:40](=O)[CH2:39][CH2:38][N:37]([C:42]([O:44][C:45]([CH3:48])([CH3:47])[CH3:46])=[O:43])[CH2:36]2)=O)[N:27]=1. Product: [CH3:25][C:26]1[CH:30]=[C:29]([CH3:31])[N:28]([CH:32]([C:33]2[C:35]3[CH2:36][N:37]([C:42]([O:44][C:45]([CH3:46])([CH3:48])[CH3:47])=[O:43])[CH2:38][CH2:39][C:40]=3[N:17]=[C:16]([NH:15][C:5]3[CH:6]=[CH:7][C:8]([N:9]4[CH:13]=[C:12]([CH3:14])[N:11]=[CH:10]4)=[C:3]([O:2][CH3:1])[CH:4]=3)[N:18]=2)[CH3:49])[N:27]=1. The catalyst class is: 14. (5) Reactant: [NH2:1][C:2]1[CH:7]=[CH:6][N:5]=[C:4]([NH:8][C@H:9]([C:11]2[C:12](=[O:22])[NH:13][C:14]3[C:19]([CH:20]=2)=[CH:18][C:17]([Cl:21])=[CH:16][CH:15]=3)[CH3:10])[C:3]=1[F:23].[C:24](OC(=O)C)(=[O:26])[CH3:25].CCN(C(C)C)C(C)C.CN(C=O)C. Product: [Cl:21][C:17]1[CH:18]=[C:19]2[C:14](=[CH:15][CH:16]=1)[NH:13][C:12](=[O:22])[C:11]([C@@H:9]([NH:8][C:4]1[C:3]([F:23])=[C:2]([NH:1][C:24](=[O:26])[CH3:25])[CH:7]=[CH:6][N:5]=1)[CH3:10])=[CH:20]2. The catalyst class is: 13. (6) Reactant: [Br:1][C:2]1[C:3]([CH3:14])=[N:4][NH:5][C:6]=1[C:7]1[CH:12]=[CH:11][C:10]([F:13])=[CH:9][CH:8]=1.[CH3:15][C:16]1[O:20][N:19]=[C:18]([CH2:21]O)[CH:17]=1.C1(P(C2C=CC=CC=2)C2C=CC=CC=2)C=CC=CC=1.N(C(OC(C)C)=O)=NC(OC(C)C)=O. Product: [Br:1][C:2]1[C:3]([CH3:14])=[N:4][N:5]([CH2:21][C:18]2[CH:17]=[C:16]([CH3:15])[O:20][N:19]=2)[C:6]=1[C:7]1[CH:12]=[CH:11][C:10]([F:13])=[CH:9][CH:8]=1. The catalyst class is: 30. (7) The catalyst class is: 17. Reactant: [C:1]([O:9][C@H:10]1[CH2:29][C@H:28]2[C@:23]([CH3:31])([CH2:24][CH2:25][C:26](=[O:30])[CH2:27]2)[C@@H:22]2[C@@H:11]1[C@H:12]1[C@:19]([CH3:33])([CH2:20][C@H:21]2[OH:32])[C@@H:15]([C:16](=[O:18])[CH3:17])[CH2:14][CH2:13]1)(=[O:8])[C:2]1[CH:7]=[CH:6][CH:5]=[CH:4][CH:3]=1.[C:34](Cl)(=[O:41])[C:35]1[CH:40]=[CH:39][CH:38]=[CH:37][CH:36]=1.C(OCC)(=O)C.C([O-])(O)=O.[Na+]. Product: [C:1]([O:9][C@H:10]1[CH2:29][C@H:28]2[C@:23]([CH3:31])([CH2:24][CH2:25][C:26](=[O:30])[CH2:27]2)[C@@H:22]2[C@@H:11]1[C@H:12]1[C@:19]([CH3:33])([CH2:20][C@H:21]2[O:32][C:34](=[O:41])[C:35]2[CH:40]=[CH:39][CH:38]=[CH:37][CH:36]=2)[C@@H:15]([C:16](=[O:18])[CH3:17])[CH2:14][CH2:13]1)(=[O:8])[C:2]1[CH:3]=[CH:4][CH:5]=[CH:6][CH:7]=1.